Predict the reactants needed to synthesize the given product. From a dataset of Full USPTO retrosynthesis dataset with 1.9M reactions from patents (1976-2016). (1) Given the product [CH2:36]([O:35][C:33]([C:16]1[C:15]([CH2:38][CH2:39][C:40]([F:41])([F:43])[F:42])=[N:14][C:13]2[C@H:9]3[N:8]([C:6](=[O:5])[C:18]=2[C:17]=1[C:24]1[CH:32]=[CH:31][C:27]([C:28]([OH:30])=[O:29])=[CH:26][CH:25]=1)[CH2:12][CH2:11][CH2:10]3)=[O:34])[CH3:37], predict the reactants needed to synthesize it. The reactants are: C([O:5][C:6]([N:8]1[CH2:12][CH2:11][CH2:10][C@H:9]1[C:13]1[C:18](C(OCC)=O)=[C:17]([C:24]2[CH:32]=[CH:31][C:27]([C:28]([OH:30])=[O:29])=[CH:26][CH:25]=2)[C:16]([C:33]([O:35][CH2:36][CH3:37])=[O:34])=[C:15]([CH2:38][CH2:39][C:40]([F:43])([F:42])[F:41])[N:14]=1)=O)(C)(C)C.C(N(CC)CC)C. (2) Given the product [OH:3][CH:1]([CH:4]([C:14]1[N:22]2[C:17]([C:18](=[O:32])[NH:19][C:20]([CH2:23][C:24]3[CH:29]=[CH:28][C:27]([O:30][CH3:31])=[CH:26][CH:25]=3)=[N:21]2)=[C:16]([CH3:33])[N:15]=1)[CH2:5][CH2:6][CH2:7][C:8]1[CH:9]=[CH:10][CH:11]=[CH:12][CH:13]=1)[CH3:2], predict the reactants needed to synthesize it. The reactants are: [C:1]([CH:4]([C:14]1[N:22]2[C:17]([C:18](=[O:32])[NH:19][C:20]([CH2:23][C:24]3[CH:29]=[CH:28][C:27]([O:30][CH3:31])=[CH:26][CH:25]=3)=[N:21]2)=[C:16]([CH3:33])[N:15]=1)[CH2:5][CH2:6][CH2:7][C:8]1[CH:13]=[CH:12][CH:11]=[CH:10][CH:9]=1)(=[O:3])[CH3:2].[BH4-].[Na+]. (3) Given the product [F:1][C:2]1[CH:3]=[C:4]([N:5]2[C:24](=[O:25])[CH:23]=[C:22]([CH3:28])[N:18]=[C:19]2[CH3:21])[CH:6]=[CH:7][C:8]=1[N:9]1[CH2:13][CH2:12][CH2:11][CH2:10]1, predict the reactants needed to synthesize it. The reactants are: [F:1][C:2]1[CH:3]=[C:4]([CH:6]=[CH:7][C:8]=1[N:9]1[CH2:13][CH2:12][CH2:11][CH2:10]1)[NH2:5].C[Al](C)C.[NH:18](/[C:22](/[CH3:28])=[CH:23]\[C:24](OC)=[O:25])[C:19]([CH3:21])=O. (4) Given the product [CH2:1]([C:3]1[CH:8]=[CH:7][C:6]([C@H:9]2[CH2:14][C@@H:13]([C:15]([F:16])([F:17])[F:18])[N:12]3[N:19]=[CH:20][C:21]([C:22]([NH:67][CH2:66][C:63]4[CH:62]=[CH:61][C:60]([CH3:59])=[CH:65][N:64]=4)=[O:23])=[C:11]3[NH:10]2)=[CH:5][CH:4]=1)[CH3:2], predict the reactants needed to synthesize it. The reactants are: [CH2:1]([C:3]1[CH:8]=[CH:7][C:6]([C@H:9]2[CH2:14][C@@H:13]([C:15]([F:18])([F:17])[F:16])[N:12]3[N:19]=[CH:20][C:21]([C:22](O)=[O:23])=[C:11]3[NH:10]2)=[CH:5][CH:4]=1)[CH3:2].CN(C(ON1N=NC2C=CC=NC1=2)=[N+](C)C)C.F[P-](F)(F)(F)(F)F.C(N(CC)C(C)C)(C)C.Cl.[CH3:59][C:60]1[CH:61]=[CH:62][C:63]([CH2:66][NH2:67])=[N:64][CH:65]=1.